This data is from Forward reaction prediction with 1.9M reactions from USPTO patents (1976-2016). The task is: Predict the product of the given reaction. (1) Given the reactants [H-].[H-].[H-].[H-].[Li+].[Al+3].[CH2:7]([N:14]([C@H:31]([C:33]1[CH:38]=[CH:37][CH:36]=[CH:35][CH:34]=1)[CH3:32])[C@@H:15]([C:24]1[CH:25]=[N:26][C:27]([CH3:30])=[CH:28][CH:29]=1)[CH2:16][C:17](OC(C)(C)C)=[O:18])[C:8]1[CH:13]=[CH:12][CH:11]=[CH:10][CH:9]=1, predict the reaction product. The product is: [CH2:7]([N:14]([C@H:31]([C:33]1[CH:34]=[CH:35][CH:36]=[CH:37][CH:38]=1)[CH3:32])[C@@H:15]([C:24]1[CH:25]=[N:26][C:27]([CH3:30])=[CH:28][CH:29]=1)[CH2:16][CH2:17][OH:18])[C:8]1[CH:9]=[CH:10][CH:11]=[CH:12][CH:13]=1. (2) Given the reactants [O:1]1[CH:5]=[CH:4][CH:3]=[C:2]1[CH2:6][NH:7][C:8]1[N:13]=[C:12]2[C:14]([CH3:18])([CH3:17])[CH2:15][CH2:16][C:11]2=[CH:10][C:9]=1[C:19]([OH:21])=O.CC(C)[CH2:24][NH:25][CH:26]1[CH2:31][CH2:30][CH2:29][N:28]([C:32]([O:34][C:35]([CH3:38])([CH3:37])[CH3:36])=[O:33])[CH2:27]1.[CH:40](N(CC)C(C)C)(C)C.F[P-](F)(F)(F)(F)F.ClC(N(C)C)=[N+](C)C.Cl[CH2:65][CH2:66]Cl, predict the reaction product. The product is: [O:1]1[CH:5]=[CH:4][CH:3]=[C:2]1[CH2:6][NH:7][C:8]1[N:13]=[C:12]2[C:14]([CH3:17])([CH3:18])[CH2:15][CH2:16][C:11]2=[CH:10][C:9]=1[C:19]([N:25]([CH2:24][CH:65]([CH3:66])[CH3:40])[CH:26]1[CH2:31][CH2:30][CH2:29][N:28]([C:32]([O:34][C:35]([CH3:37])([CH3:36])[CH3:38])=[O:33])[CH2:27]1)=[O:21]. (3) Given the reactants [H-].[Na+].[F:3][C:4]1[CH:9]=[C:8]([NH2:10])[CH:7]=[CH:6][C:5]=1[OH:11].[Cl:12][C:13]1[CH:18]=[C:17]([N+]([O-])=O)[CH:16]=[CH:15][N:14]=1, predict the reaction product. The product is: [Cl:12][C:13]1[CH:18]=[C:17]([O:11][C:5]2[CH:6]=[CH:7][C:8]([NH2:10])=[CH:9][C:4]=2[F:3])[CH:16]=[CH:15][N:14]=1. (4) Given the reactants [NH2:1][C:2]1(N)[CH:10]=[CH:9][C:8]([O:11][CH3:12])=[CH:7][CH:3]1[C:4](O)=[O:5].[CH:14]([NH2:16])=O, predict the reaction product. The product is: [CH3:12][O:11][C:8]1[CH:7]=[C:3]2[C:2](=[CH:10][CH:9]=1)[N:1]=[CH:14][NH:16][C:4]2=[O:5]. (5) Given the reactants [NH2:1][CH2:2][CH2:3][CH2:4][OH:5].[S:6]([OH:10])(O)(=[O:8])=[O:7].CS[C:13](=[NH:15])[NH2:14], predict the reaction product. The product is: [S:6]([O:5][CH2:4][CH2:3][CH2:2][NH:1][C:13]([NH2:15])=[NH:14])([OH:10])(=[O:8])=[O:7]. (6) Given the reactants Br[C:2]1[CH:3]=[C:4]([CH:9]=[C:10]([C:12]2[CH:17]=[CH:16][C:15]([CH3:18])=[CH:14][N:13]=2)[CH:11]=1)[C:5]([O:7][CH3:8])=[O:6].[F-].[Cs+].C([Sn](CCCC)(CCCC)[C:26]1[O:27][CH:28]=[CH:29][N:30]=1)CCC.C(=O)(O)[O-].[Na+], predict the reaction product. The product is: [CH3:18][C:15]1[CH:16]=[CH:17][C:12]([C:10]2[CH:9]=[C:4]([CH:3]=[C:2]([C:26]3[O:27][CH:28]=[CH:29][N:30]=3)[CH:11]=2)[C:5]([O:7][CH3:8])=[O:6])=[N:13][CH:14]=1.